Dataset: NCI-60 drug combinations with 297,098 pairs across 59 cell lines. Task: Regression. Given two drug SMILES strings and cell line genomic features, predict the synergy score measuring deviation from expected non-interaction effect. Drug 1: CN(CC1=CN=C2C(=N1)C(=NC(=N2)N)N)C3=CC=C(C=C3)C(=O)NC(CCC(=O)O)C(=O)O. Drug 2: C1CC(C1)(C(=O)O)C(=O)O.[NH2-].[NH2-].[Pt+2]. Cell line: MOLT-4. Synergy scores: CSS=70.8, Synergy_ZIP=0.978, Synergy_Bliss=2.21, Synergy_Loewe=-6.01, Synergy_HSA=-1.56.